Dataset: Reaction yield outcomes from USPTO patents with 853,638 reactions. Task: Predict the reaction yield, written as a fraction of the theoretical maximum amount of product (1.0 means a 100% yield; for example, 0.34 means a 34% yield). (1) The reactants are [CH3:1][O:2][N:3]([CH3:24])[C:4]1[N:5]=[C:6]([NH:20][CH2:21][CH2:22][CH3:23])[C:7]2[N:13]=[C:12]([NH:14][CH3:15])[N:11]=[C:10]([NH:16][CH2:17][CH2:18][CH3:19])[C:8]=2[N:9]=1.[ClH:25].C(OCC)C. The catalyst is C(OCC)C. The product is [ClH:25].[CH3:1][O:2][N:3]([CH3:24])[C:4]1[N:5]=[C:6]([NH:20][CH2:21][CH2:22][CH3:23])[C:7]2[N:13]=[C:12]([NH:14][CH3:15])[N:11]=[C:10]([NH:16][CH2:17][CH2:18][CH3:19])[C:8]=2[N:9]=1. The yield is 0.900. (2) The reactants are [CH3:1][N:2]1[CH2:7][CH2:6][N:5]([C:8]2[CH:13]=[CH:12][C:11]([N+:14]([O-])=O)=[C:10]([C:17]3[S:18][CH:19]=[CH:20][C:21]=3[CH3:22])[CH:9]=2)[CH2:4][CH2:3]1. The catalyst is CO.[Pd]. The product is [CH3:1][N:2]1[CH2:3][CH2:4][N:5]([C:8]2[CH:13]=[CH:12][C:11]([NH2:14])=[C:10]([C:17]3[S:18][CH:19]=[CH:20][C:21]=3[CH3:22])[CH:9]=2)[CH2:6][CH2:7]1. The yield is 0.720. (3) The reactants are [Br:1][CH2:2][C:3]1[CH:11]=[CH:10][C:6]([C:7]([OH:9])=O)=[CH:5][CH:4]=1.C(N1C=CN=C1)(N1C=CN=C1)=O.[NH:24]1[CH2:28][CH2:27][CH2:26][CH2:25]1. The catalyst is ClCCl. The product is [Br:1][CH2:2][C:3]1[CH:4]=[CH:5][C:6]([C:7]([N:24]2[CH2:28][CH2:27][CH2:26][CH2:25]2)=[O:9])=[CH:10][CH:11]=1. The yield is 0.170. (4) The reactants are Br[CH2:2][C:3]([O:5][CH2:6][CH3:7])=[O:4].[CH3:8][CH:9]([NH2:16])[C:10]1[CH:15]=[CH:14][CH:13]=[CH:12][CH:11]=1.C(N(C(C)C)C(C)C)C. The catalyst is C1(C)C=CC=CC=1. The product is [C:10]1([C@H:9]([NH:16][CH2:2][C:3]([O:5][CH2:6][CH3:7])=[O:4])[CH3:8])[CH:15]=[CH:14][CH:13]=[CH:12][CH:11]=1. The yield is 0.630. (5) The reactants are [CH:1]1([CH2:6][CH:7]([C:11]2[CH:16]=[CH:15][C:14]([C:17]([F:20])([F:19])[F:18])=[CH:13][CH:12]=2)[C:8]([OH:10])=O)[CH2:5][CH2:4][CH2:3][CH2:2]1.C(Cl)(=O)C(Cl)=O.[NH2:27][C:28]1[S:29][CH:30]=[CH:31][N:32]=1.C(N(CC)C(C)C)(C)C. The catalyst is C(Cl)Cl.CN(C)C=O.O1CCCC1. The product is [CH:1]1([CH2:6][CH:7]([C:11]2[CH:16]=[CH:15][C:14]([C:17]([F:20])([F:19])[F:18])=[CH:13][CH:12]=2)[C:8]([NH:27][C:28]2[S:29][CH:30]=[CH:31][N:32]=2)=[O:10])[CH2:2][CH2:3][CH2:4][CH2:5]1. The yield is 0.533. (6) The reactants are O.[C:2]([O:6][C:7]([NH:9][C@H:10]([C:15]([OH:17])=[O:16])[CH2:11][CH:12]([CH3:14])[CH3:13])=[O:8])([CH3:5])([CH3:4])[CH3:3].CC(C)([O-])C.[K+].C(O)(C)(C)C.Cl[CH2:30][C:31]([O:33][C@H:34]([CH2:63][N:64]([S:69]([C:72]1[CH:80]=[CH:79][C:75]2[O:76][CH2:77][O:78][C:74]=2[CH:73]=1)(=[O:71])=[O:70])[CH2:65][CH:66]([CH3:68])[CH3:67])[C@@H:35]([NH:51][C:52]([O:54][C@@H:55]1[C@H:62]2[C@H:58]([O:59][CH2:60][CH2:61]2)[O:57][CH2:56]1)=[O:53])[CH2:36][C:37]1[CH:42]=[CH:41][C:40]([O:43][CH2:44][C:45]2[N:46]=[C:47]([CH3:50])[S:48][CH:49]=2)=[CH:39][CH:38]=1)=[O:32]. The catalyst is O1CCCC1.C(OCC)(=O)C. The product is [C:2]([O:6][C:7]([NH:9][C@H:10]([C:15]([O:17][CH2:30][C:31]([O:33][C@H:34]([CH2:63][N:64]([S:69]([C:72]1[CH:80]=[CH:79][C:75]2[O:76][CH2:77][O:78][C:74]=2[CH:73]=1)(=[O:71])=[O:70])[CH2:65][CH:66]([CH3:68])[CH3:67])[C@@H:35]([NH:51][C:52]([O:54][C@@H:55]1[C@H:62]2[C@H:58]([O:59][CH2:60][CH2:61]2)[O:57][CH2:56]1)=[O:53])[CH2:36][C:37]1[CH:42]=[CH:41][C:40]([O:43][CH2:44][C:45]2[N:46]=[C:47]([CH3:50])[S:48][CH:49]=2)=[CH:39][CH:38]=1)=[O:32])=[O:16])[CH2:11][CH:12]([CH3:13])[CH3:14])=[O:8])([CH3:4])([CH3:3])[CH3:5]. The yield is 0.780. (7) The reactants are [F:1][C:2]1[CH:3]=[C:4]2[C:8](=[CH:9][CH:10]=1)[NH:7][CH:6]=[C:5]2[CH:11]=O.[CH:13]([NH2:15])=O.[BH4-].[Na+].[C-]#N.[K+]. The catalyst is O.CO. The product is [F:1][C:2]1[CH:3]=[C:4]2[C:8](=[CH:9][CH:10]=1)[NH:7][CH:6]=[C:5]2[CH2:11][C:13]#[N:15]. The yield is 0.889. (8) The reactants are [Br:1][C:2]1[CH:13]=[CH:12][C:5]([O:6][CH2:7][CH2:8][CH2:9][CH2:10][NH2:11])=[CH:4][CH:3]=1.[CH:14]1[C:26]2[CH:25]([CH2:27][O:28][C:29](=[O:108])[NH:30][CH2:31][CH2:32][O:33][CH2:34][CH2:35][O:36][CH2:37][CH2:38][O:39][CH2:40][CH2:41][O:42][CH2:43][CH2:44][O:45][CH2:46][CH2:47][O:48][CH2:49][CH2:50][O:51][CH2:52][CH2:53][O:54][CH2:55][CH2:56][O:57][CH2:58][CH2:59][O:60][CH2:61][CH2:62][O:63][CH2:64][CH2:65][O:66][CH2:67][CH2:68][O:69][CH2:70][CH2:71][O:72][CH2:73][CH2:74][O:75][CH2:76][CH2:77][O:78][CH2:79][CH2:80][O:81][CH2:82][CH2:83][O:84][CH2:85][CH2:86][O:87][CH2:88][CH2:89][O:90][CH2:91][CH2:92][O:93][CH2:94][CH2:95][O:96][CH2:97][CH2:98][O:99][CH2:100][CH2:101][O:102][CH2:103][CH2:104][C:105](O)=[O:106])[C:24]3[C:19](=[CH:20][CH:21]=[CH:22][CH:23]=3)[C:18]=2[CH:17]=[CH:16][CH:15]=1.ClCCl. The catalyst is CO. The product is [Br:1][C:2]1[CH:13]=[CH:12][C:5]([O:6][CH2:7][CH2:8][CH2:9][CH2:10][NH:11][C:105](=[O:106])[CH2:104][CH2:103][O:102][CH2:101][CH2:100][O:99][CH2:98][CH2:97][O:96][CH2:95][CH2:94][O:93][CH2:92][CH2:91][O:90][CH2:89][CH2:88][O:87][CH2:86][CH2:85][O:84][CH2:83][CH2:82][O:81][CH2:80][CH2:79][O:78][CH2:77][CH2:76][O:75][CH2:74][CH2:73][O:72][CH2:71][CH2:70][O:69][CH2:68][CH2:67][O:66][CH2:65][CH2:64][O:63][CH2:62][CH2:61][O:60][CH2:59][CH2:58][O:57][CH2:56][CH2:55][O:54][CH2:53][CH2:52][O:51][CH2:50][CH2:49][O:48][CH2:47][CH2:46][O:45][CH2:44][CH2:43][O:42][CH2:41][CH2:40][O:39][CH2:38][CH2:37][O:36][CH2:35][CH2:34][O:33][CH2:32][CH2:31][NH:30][C:29](=[O:108])[O:28][CH2:27][CH:25]2[C:26]3[CH:14]=[CH:15][CH:16]=[CH:17][C:18]=3[C:19]3[C:24]2=[CH:23][CH:22]=[CH:21][CH:20]=3)=[CH:4][CH:3]=1. The yield is 0.710. (9) The reactants are [CH3:1][O:2][CH2:3][CH2:4][CH2:5][N:6]1[CH2:11][CH2:10][N:9]2[N:12]=[C:13]([N+:15]([O-])=O)[CH:14]=[C:8]2[CH2:7]1.[H][H]. The catalyst is C(O)C.[Pd]. The product is [CH3:1][O:2][CH2:3][CH2:4][CH2:5][N:6]1[CH2:11][CH2:10][N:9]2[N:12]=[C:13]([NH2:15])[CH:14]=[C:8]2[CH2:7]1. The yield is 0.920. (10) The catalyst is C(#N)C. The reactants are [O:1]1[C:5]2[CH:6]=[CH:7][C:8]([C:10]3([C:13]([OH:15])=O)[CH2:12][CH2:11]3)=[CH:9][C:4]=2[O:3][CH2:2]1.CN(C(ON1N=NC2C=CC=CC1=2)=[N+](C)C)C.F[P-](F)(F)(F)(F)F.CCN(CC)CC.[NH2:47][C:48]1[CH:49]=[C:50]2[C:54](=[CH:55][CH:56]=1)[NH:53][C:52]([CH:57]([CH3:60])[CH2:58][OH:59])=[CH:51]2. The yield is 0.510. The product is [O:1]1[C:5]2[CH:6]=[CH:7][C:8]([C:10]3([C:13]([NH:47][C:48]4[CH:49]=[C:50]5[C:54](=[CH:55][CH:56]=4)[NH:53][C:52]([CH:57]([CH3:60])[CH2:58][OH:59])=[CH:51]5)=[O:15])[CH2:11][CH2:12]3)=[CH:9][C:4]=2[O:3][CH2:2]1.